From a dataset of Forward reaction prediction with 1.9M reactions from USPTO patents (1976-2016). Predict the product of the given reaction. Given the reactants [F:1][C:2]1[CH:3]=[C:4]([CH2:33][OH:34])[CH:5]=[CH:6][C:7]=1[N:8]1[CH2:13][CH2:12][N:11]([C:14]([C:16]2[CH:21]=[C:20]([S:22]([CH3:25])(=[O:24])=[O:23])[CH:19]=[CH:18][C:17]=2[C:26]2[CH:31]=[CH:30][C:29]([F:32])=[CH:28][CH:27]=2)=[O:15])[CH2:10][CH2:9]1.O.[C:36]1([CH3:46])[CH:41]=[CH:40]C(S(O)(=O)=O)=CC=1.C1(CO)CC1.C1(C)C=CC=CC=1, predict the reaction product. The product is: [CH:41]1([CH2:40][O:34][CH2:33][C:4]2[CH:5]=[CH:6][C:7]([N:8]3[CH2:13][CH2:12][N:11]([C:14]([C:16]4[CH:21]=[C:20]([S:22]([CH3:25])(=[O:24])=[O:23])[CH:19]=[CH:18][C:17]=4[C:26]4[CH:31]=[CH:30][C:29]([F:32])=[CH:28][CH:27]=4)=[O:15])[CH2:10][CH2:9]3)=[C:2]([F:1])[CH:3]=2)[CH2:36][CH2:46]1.